From a dataset of Reaction yield outcomes from USPTO patents with 853,638 reactions. Predict the reaction yield, written as a fraction of the theoretical maximum amount of product (1.0 means a 100% yield; for example, 0.34 means a 34% yield). (1) The reactants are [C:1](O)([CH3:4])(C)C.[NH3:6].[Na].C([O:11][CH2:12][CH3:13])(=O)C.[CH3:14][CH2:15][CH2:16][CH2:17][CH2:18][CH3:19]. The catalyst is C1COCC1.O. The yield is 0.530. The product is [NH2:6][C:16]1[CH:15]=[CH:14][CH:19]=[C:18]2[C:17]=1[CH2:13][CH:12]([OH:11])[CH2:4][CH2:1]2. (2) The reactants are [Br:1][C:2]1[CH:3]=[C:4]2[C:8](=[CH:9][CH:10]=1)[N:7]([CH2:11][C:12]1[CH:17]=[CH:16][CH:15]=[CH:14][N:13]=1)[C:6](=[O:18])[CH:5]2[C:19]1[C:28]([OH:29])=[CH:27][C:22]2[O:23][CH2:24][CH2:25][O:26][C:21]=2[CH:20]=1.[C:30](=O)([O-])[O-].[Cs+].[Cs+].ClCI.O. The catalyst is CN(C)C=O. The product is [Br:1][C:2]1[CH:3]=[C:4]2[C:8](=[CH:9][CH:10]=1)[N:7]([CH2:11][C:12]1[CH:17]=[CH:16][CH:15]=[CH:14][N:13]=1)[C:6](=[O:18])[C:5]12[C:19]2[C:28](=[CH:27][C:22]3[O:23][CH2:24][CH2:25][O:26][C:21]=3[CH:20]=2)[O:29][CH2:30]1. The yield is 0.720. (3) The reactants are [CH3:1][O:2][C:3]([C@H:5]1[N:9]2[C:10](=[O:34])[C:11]([NH:31][CH:32]=[O:33])=[C:12]([CH2:20][C:21]3[C:30]4[C:25](=[CH:26][CH:27]=[CH:28][CH:29]=4)[CH:24]=[CH:23][CH:22]=3)[C:13]([C:14]3[CH:19]=[CH:18][CH:17]=[CH:16][CH:15]=3)=[C:8]2[S:7][CH2:6]1)=[O:4].CC([O-])(C)C.[K+].[CH:41]([S:44](Cl)(=[O:46])=[O:45])([CH3:43])[CH3:42].C([O-])(O)=O.[Na+]. The catalyst is C1COCC1.[Cl-].[Na+].O. The product is [CH3:1][O:2][C:3]([C@H:5]1[N:9]2[C:10](=[O:34])[C:11]([N:31]([CH:32]=[O:33])[S:44]([CH:41]([CH3:43])[CH3:42])(=[O:46])=[O:45])=[C:12]([CH2:20][C:21]3[C:30]4[C:25](=[CH:26][CH:27]=[CH:28][CH:29]=4)[CH:24]=[CH:23][CH:22]=3)[C:13]([C:14]3[CH:15]=[CH:16][CH:17]=[CH:18][CH:19]=3)=[C:8]2[S:7][CH2:6]1)=[O:4]. The yield is 0.410. (4) The reactants are C(OC([N:8]1[CH2:13][CH2:12][CH:11]([C:14]2[C:22]3[S:21][C:20]([NH:23][C:24]([C:26]4[CH:31]=[CH:30][N:29]=[C:28]([O:32][CH3:33])[CH:27]=4)=[O:25])=[N:19][C:18]=3[C:17]([O:34][CH3:35])=[CH:16][CH:15]=2)[CH2:10][CH2:9]1)=O)(C)(C)C. The catalyst is Cl.CO. The product is [CH3:33][O:32][C:28]1[CH:27]=[C:26]([CH:31]=[CH:30][N:29]=1)[C:24]([NH:23][C:20]1[S:21][C:22]2[C:14]([CH:11]3[CH2:10][CH2:9][NH:8][CH2:13][CH2:12]3)=[CH:15][CH:16]=[C:17]([O:34][CH3:35])[C:18]=2[N:19]=1)=[O:25]. The yield is 0.860. (5) The reactants are [Cl:1][C:2]1[C:10]2[C:5](=[CH:6][CH:7]=[C:8]([F:11])[CH:9]=2)[NH:4][C:3]=1[C:12]([OH:14])=O.CN(C)C=O.[C:20]([NH:23][NH2:24])(=[O:22])[CH3:21].CN(C(ON1N=NC2C=CC=CC1=2)=[N+](C)C)C.F[P-](F)(F)(F)(F)F. The catalyst is C(N(CC)CC)C. The product is [C:20]([NH:23][NH:24][C:12]([C:3]1[NH:4][C:5]2[C:10]([C:2]=1[Cl:1])=[CH:9][C:8]([F:11])=[CH:7][CH:6]=2)=[O:14])(=[O:22])[CH3:21]. The yield is 0.00780. (6) The reactants are C(OC([N:8]1[CH2:13][CH2:12][CH:11]([N:14]([C:16](=[O:44])[CH:17]([NH:22][C:23](=[O:43])[CH:24]([CH2:37][CH:38]2[CH2:42][CH2:41][CH2:40][CH2:39]2)[CH2:25][N:26]([O:29][CH2:30][C:31]2[CH:36]=[CH:35][CH:34]=[CH:33][CH:32]=2)[CH:27]=[O:28])[C:18]([CH3:21])([CH3:20])[CH3:19])[CH3:15])[CH2:10][CH2:9]1)=O)(C)(C)C.C(O)(=O)C.B(F)(F)F.CCOCC. The catalyst is ClCCl. The product is [CH2:30]([O:29][N:26]([CH:27]=[O:28])[CH2:25][CH:24]([CH2:37][CH:38]1[CH2:39][CH2:40][CH2:41][CH2:42]1)[C:23]([NH:22][CH:17]([C:18]([CH3:21])([CH3:20])[CH3:19])[C:16]([N:14]([CH3:15])[CH:11]1[CH2:12][CH2:13][NH:8][CH2:9][CH2:10]1)=[O:44])=[O:43])[C:31]1[CH:32]=[CH:33][CH:34]=[CH:35][CH:36]=1. The yield is 0.780. (7) The reactants are [S:1]1[CH:5]=[CH:4][CH:3]=[C:2]1[N:6]=[C:7]=[O:8].[C:9]1([CH2:15][C:16]([NH:18][NH2:19])=O)[CH:14]=[CH:13][CH:12]=[CH:11][CH:10]=1. The catalyst is C(O)(C)C.CN(C=O)C. The product is [CH2:15]([C:16]1[N:6]([C:2]2[S:1][CH:5]=[CH:4][CH:3]=2)[C:7](=[O:8])[NH:19][N:18]=1)[C:9]1[CH:14]=[CH:13][CH:12]=[CH:11][CH:10]=1. The yield is 0.320.